From a dataset of Full USPTO retrosynthesis dataset with 1.9M reactions from patents (1976-2016). Predict the reactants needed to synthesize the given product. (1) Given the product [CH2:18]([O:20][C:21]([C:23]1[CH:24]=[N:25][N:26]([CH3:31])[C:27]=1[C:28](=[O:29])[NH:16][C:13]1[CH:14]=[CH:15][N:10]2[N:9]=[C:8]([C:4]3[CH:5]=[CH:6][CH:7]=[C:2]([F:1])[CH:3]=3)[N:17]=[C:11]2[CH:12]=1)=[O:22])[CH3:19], predict the reactants needed to synthesize it. The reactants are: [F:1][C:2]1[CH:3]=[C:4]([C:8]2[N:17]=[C:11]3[CH:12]=[C:13]([NH2:16])[CH:14]=[CH:15][N:10]3[N:9]=2)[CH:5]=[CH:6][CH:7]=1.[CH2:18]([O:20][C:21]([C:23]1[CH:24]=[N:25][N:26]([CH3:31])[C:27]=1[C:28](O)=[O:29])=[O:22])[CH3:19]. (2) Given the product [CH2:1]([Cl:20])[CH2:2][CH2:3][CH2:4][CH2:5][CH2:6][CH2:7][CH2:8][CH2:9][CH2:10][CH2:11][CH2:12][CH2:13][CH2:14][CH2:15][CH2:16][CH2:17][CH3:18], predict the reactants needed to synthesize it. The reactants are: [CH2:1](O)[CH2:2][CH2:3][CH2:4][CH2:5][CH2:6][CH2:7][CH2:8][CH2:9][CH2:10][CH2:11][CH2:12][CH2:13][CH2:14][CH2:15][CH2:16][CH2:17][CH3:18].[ClH:20].